From a dataset of Peptide-MHC class II binding affinity with 134,281 pairs from IEDB. Regression. Given a peptide amino acid sequence and an MHC pseudo amino acid sequence, predict their binding affinity value. This is MHC class II binding data. (1) The MHC is DRB3_0101 with pseudo-sequence DRB3_0101. The binding affinity (normalized) is 0.724. The peptide sequence is AIILDGDNLFPKV. (2) The peptide sequence is VVIEELFNRIPETSV. The MHC is DRB1_0401 with pseudo-sequence DRB1_0401. The binding affinity (normalized) is 0.575. (3) The peptide sequence is ANPGLIIGALAG. The MHC is DRB1_1101 with pseudo-sequence DRB1_1101. The binding affinity (normalized) is 0. (4) The MHC is DRB5_0101 with pseudo-sequence DRB5_0101. The peptide sequence is QDVLLFTPASTEPQS. The binding affinity (normalized) is 0.336. (5) The peptide sequence is GHGHSYTTAEEAAGIGILTVIL. The MHC is DRB1_0401 with pseudo-sequence DRB1_0401. The binding affinity (normalized) is 0. (6) The MHC is HLA-DPA10103-DPB10201 with pseudo-sequence HLA-DPA10103-DPB10201. The binding affinity (normalized) is 0.239. The peptide sequence is FGHDGTVWAQSADFP.